This data is from Full USPTO retrosynthesis dataset with 1.9M reactions from patents (1976-2016). The task is: Predict the reactants needed to synthesize the given product. (1) Given the product [CH3:2][C:3]1([CH3:10])[O:7][C:6](=[O:8])[N:5]([C:21]([C:11]2[C:20]3[C:15](=[CH:16][CH:17]=[CH:18][CH:19]=3)[CH:14]=[CH:13][CH:12]=2)=[O:22])[C:4]1=[O:9], predict the reactants needed to synthesize it. The reactants are: [K].[CH3:2][C:3]1([CH3:10])[O:7][C:6](=[O:8])[NH:5][C:4]1=[O:9].[C:11]1([C:21](Cl)=[O:22])[C:20]2[C:15](=[CH:16][CH:17]=[CH:18][CH:19]=2)[CH:14]=[CH:13][CH:12]=1.C(OCC)(=O)C. (2) Given the product [Cl:1][C:2]1[CH:18]=[CH:17][C:5]2[CH2:6][CH2:7][N:8]([C:11](=[O:16])[C:12]([F:15])([F:14])[F:13])[CH2:9][CH2:10][C:4]=2[C:3]=1[C:31]#[C:30][CH2:29][CH2:28][CH2:27][NH:32][C:33]([CH:35]1[CH2:39][CH2:38][CH2:37][CH2:36]1)=[O:34], predict the reactants needed to synthesize it. The reactants are: [Cl:1][C:2]1[CH:18]=[CH:17][C:5]2[CH2:6][CH2:7][N:8]([C:11](=[O:16])[C:12]([F:15])([F:14])[F:13])[CH2:9][CH2:10][C:4]=2[C:3]=1OS(C(F)(F)F)(=O)=O.[CH2:27]([NH:32][C:33]([CH:35]1[CH2:39][CH2:38][CH2:37][CH2:36]1)=[O:34])[CH2:28][CH2:29][C:30]#[CH:31]. (3) Given the product [I:14][C:11]1[CH:12]=[C:7]([C:1]2[CH:2]=[CH:3][CH:4]=[CH:5][CH:6]=2)[C:8]([OH:13])=[CH:9][CH:10]=1, predict the reactants needed to synthesize it. The reactants are: [C:1]1([C:7]2[CH:12]=[CH:11][CH:10]=[CH:9][C:8]=2[OH:13])[CH:6]=[CH:5][CH:4]=[CH:3][CH:2]=1.[I-:14].[Na+].[OH-].[Na+].[O-]Cl.[Na+].S([O-])([O-])(=O)=S.[Na+].[Na+].Cl. (4) Given the product [CH:9]1([C:14]2[C:19]([C:20]([NH:22][CH:23]3[CH:30]4[CH2:31][CH:26]5[CH2:27][C:28]([OH:33])([CH2:32][CH:24]3[CH2:25]5)[CH2:29]4)=[O:21])=[CH:18][N:17]=[C:16]([NH:1][CH2:2][C@@H:3]3[CH2:4][C:5](=[O:8])[NH:6][CH2:7]3)[N:15]=2)[CH2:10][CH2:11][CH2:12][CH2:13]1, predict the reactants needed to synthesize it. The reactants are: [NH2:1][CH2:2][C@H:3]1[CH2:7][NH:6][C:5](=[O:8])[CH2:4]1.[CH:9]1([C:14]2[C:19]([C:20]([NH:22][CH:23]3[CH:30]4[CH2:31][CH:26]5[CH2:27][C:28]([OH:33])([CH2:32][CH:24]3[CH2:25]5)[CH2:29]4)=[O:21])=[CH:18][N:17]=[C:16](S(C)(=O)=O)[N:15]=2)[CH2:13][CH2:12][CH2:11][CH2:10]1.